This data is from Reaction yield outcomes from USPTO patents with 853,638 reactions. The task is: Predict the reaction yield, written as a fraction of the theoretical maximum amount of product (1.0 means a 100% yield; for example, 0.34 means a 34% yield). (1) The reactants are [H-].[Na+].[NH2:3][C:4]1[CH:9]=[CH:8][CH:7]=[CH:6][C:5]=1[S:10]([CH:13]([CH3:15])[CH3:14])(=[O:12])=[O:11].[Cl:16][C:17]1[N:22]=[C:21](Cl)[C:20]([CH3:24])=[CH:19][N:18]=1. The catalyst is CN(C=O)C. The product is [Cl:16][C:17]1[N:22]=[C:21]([NH:3][C:4]2[CH:9]=[CH:8][CH:7]=[CH:6][C:5]=2[S:10]([CH:13]([CH3:15])[CH3:14])(=[O:12])=[O:11])[C:20]([CH3:24])=[CH:19][N:18]=1. The yield is 0.240. (2) The reactants are C[O:2][C:3](=[O:24])[C:4]1[CH:9]=[C:8]([C:10]2[S:11][CH:12]=[C:13]([C:15]3[CH:20]=[CH:19][C:18]([Cl:21])=[C:17]([Cl:22])[CH:16]=3)[N:14]=2)[CH:7]=[CH:6][C:5]=1Br.[Cl:25][C:26]1[CH:31]=[CH:30][C:29](B(O)O)=[C:28]([F:35])[CH:27]=1. No catalyst specified. The product is [Cl:25][C:26]1[CH:31]=[CH:30][C:29]([C:5]2[C:4]([C:3]([OH:2])=[O:24])=[CH:9][C:8]([C:10]3[S:11][CH:12]=[C:13]([C:15]4[CH:20]=[CH:19][C:18]([Cl:21])=[C:17]([Cl:22])[CH:16]=4)[N:14]=3)=[CH:7][CH:6]=2)=[C:28]([F:35])[CH:27]=1. The yield is 0.00300. (3) The reactants are ClC(N(C)C)=C(C)C.[C:9]([O:13][C:14]([NH:16][C:17]1[S:21][C:20]([C:22]2[C:27]([F:28])=[CH:26][CH:25]=[CH:24][C:23]=2[F:29])=[N:19][C:18]=1[C:30]([OH:32])=O)=[O:15])([CH3:12])([CH3:11])[CH3:10].[NH2:33][C:34]1[C:35]([N:52]2[CH2:57][CH2:56][CH2:55][C@H:54]([NH:58][C:59](=[O:65])[O:60][C:61]([CH3:64])([CH3:63])[CH3:62])[CH2:53]2)=[C:36]2[CH:42]=[CH:41][N:40]([S:43]([C:46]3[CH:51]=[CH:50][CH:49]=[CH:48][CH:47]=3)(=[O:45])=[O:44])[C:37]2=[N:38][CH:39]=1.N1C=CC=CC=1. The catalyst is C1COCC1. The product is [C:9]([O:13][C:14]([NH:16][C:17]1[S:21][C:20]([C:22]2[C:27]([F:28])=[CH:26][CH:25]=[CH:24][C:23]=2[F:29])=[N:19][C:18]=1[C:30]([NH:33][C:34]1[C:35]([N:52]2[CH2:57][CH2:56][CH2:55][C@H:54]([NH:58][C:59](=[O:65])[O:60][C:61]([CH3:63])([CH3:62])[CH3:64])[CH2:53]2)=[C:36]2[CH:42]=[CH:41][N:40]([S:43]([C:46]3[CH:47]=[CH:48][CH:49]=[CH:50][CH:51]=3)(=[O:45])=[O:44])[C:37]2=[N:38][CH:39]=1)=[O:32])=[O:15])([CH3:11])([CH3:10])[CH3:12]. The yield is 0.890. (4) The reactants are [H-].[Na+].[Cl:3][C:4]1[C:12]2[N:11]=[C:10]3[N:13]([C:17]4[CH:22]=[CH:21][C:20]([Cl:23])=[CH:19][C:18]=4[Cl:24])[CH2:14][CH2:15][CH2:16][N:9]3[C:8]=2[C:7]([C:25]([CH:30]2[CH2:32][CH2:31]2)([CH:27]2[CH2:29][CH2:28]2)[OH:26])=[CH:6][CH:5]=1.[CH3:33]I. The catalyst is CN(C)C=O.O. The product is [Cl:3][C:4]1[C:12]2[N:11]=[C:10]3[N:13]([C:17]4[CH:22]=[CH:21][C:20]([Cl:23])=[CH:19][C:18]=4[Cl:24])[CH2:14][CH2:15][CH2:16][N:9]3[C:8]=2[C:7]([C:25]([CH:30]2[CH2:32][CH2:31]2)([CH:27]2[CH2:29][CH2:28]2)[O:26][CH3:33])=[CH:6][CH:5]=1. The yield is 0.580.